Dataset: Reaction yield outcomes from USPTO patents with 853,638 reactions. Task: Predict the reaction yield, written as a fraction of the theoretical maximum amount of product (1.0 means a 100% yield; for example, 0.34 means a 34% yield). (1) The reactants are O1CCOCC1.[NH3:7].[CH:8]1([C:11]2[CH:15]=[C:14]([CH2:16][NH:17][C:18]([C:20]3[C:25](=[O:26])[N:24]([C:27]4[CH:32]=[CH:31][CH:30]=[C:29]([C:33]([F:36])([F:35])[F:34])[CH:28]=4)[C:23]([CH3:37])=[C:22]([CH2:38][CH2:39][C:40](O)=[O:41])[CH:21]=3)=[O:19])[O:13][N:12]=2)[CH2:10][CH2:9]1. The catalyst is CO. The product is [NH2:7][C:40](=[O:41])[CH2:39][CH2:38][C:22]1[CH:21]=[C:20]([C:18]([NH:17][CH2:16][C:14]2[O:13][N:12]=[C:11]([CH:8]3[CH2:10][CH2:9]3)[CH:15]=2)=[O:19])[C:25](=[O:26])[N:24]([C:27]2[CH:32]=[CH:31][CH:30]=[C:29]([C:33]([F:36])([F:35])[F:34])[CH:28]=2)[C:23]=1[CH3:37]. The yield is 0.800. (2) The reactants are [C:1]1([C:12]2[CH:17]=[CH:16][CH:15]=[CH:14][CH:13]=2)[CH:6]=[CH:5][CH:4]=[C:3]([CH2:7][NH:8][C:9](=[O:11])[CH3:10])[CH:2]=1.[H-].[Na+].[CH3:20]I. The catalyst is C1(C)C=CC=CC=1. The product is [C:1]1([C:12]2[CH:17]=[CH:16][CH:15]=[CH:14][CH:13]=2)[CH:6]=[CH:5][CH:4]=[C:3]([CH2:7][N:8]([CH3:20])[C:9](=[O:11])[CH3:10])[CH:2]=1. The yield is 1.08. (3) The reactants are [CH3:1][CH:2]([CH3:30])[CH2:3][C@H:4]([NH:22][C:23](=[O:29])[O:24][C:25]([CH3:28])([CH3:27])[CH3:26])[CH2:5][O:6][C:7]1[CH:8]=[CH:9][C:10]2[C:20]3[C:15](=[CH:16][N:17]=[CH:18][CH:19]=3)[C:14](=[O:21])[O:13][C:11]=2[CH:12]=1.C1C(=O)N([Br:38])C(=O)C1.O. The catalyst is C(#N)C. The product is [Br:38][C:8]1[C:7]([O:6][CH2:5][C@@H:4]([NH:22][C:23](=[O:29])[O:24][C:25]([CH3:28])([CH3:27])[CH3:26])[CH2:3][CH:2]([CH3:30])[CH3:1])=[CH:12][C:11]2[O:13][C:14](=[O:21])[C:15]3[C:20]([C:10]=2[CH:9]=1)=[CH:19][CH:18]=[N:17][CH:16]=3. The yield is 0.670. (4) The yield is 0.530. The product is [C:60]([NH:1][C@H:2]1[CH2:3][CH2:4][C@H:5]([N:8]([CH3:30])[C:9]2[C:10]([CH3:29])=[C:11]([CH:25]=[C:26]([Br:28])[CH:27]=2)[C:12]([NH:14][CH2:15][C:16]2[C:17](=[O:24])[NH:18][C:19]([CH3:23])=[CH:20][C:21]=2[CH3:22])=[O:13])[CH2:6][CH2:7]1)(=[O:62])[CH3:61]. The reactants are [NH2:1][C@@H:2]1[CH2:7][CH2:6][C@H:5]([N:8]([CH3:30])[C:9]2[C:10]([CH3:29])=[C:11]([CH:25]=[C:26]([Br:28])[CH:27]=2)[C:12]([NH:14][CH2:15][C:16]2[C:17](=[O:24])[NH:18][C:19]([CH3:23])=[CH:20][C:21]=2[CH3:22])=[O:13])[CH2:4][CH2:3]1.CCN=C=NCCCN(C)C.Cl.C1C=CC2N(O)N=NC=2C=1.C(N(CC)CC)C.[C:60](O)(=[O:62])[CH3:61]. The catalyst is CN(C=O)C.O. (5) The catalyst is C1C=CC([P]([Pd]([P](C2C=CC=CC=2)(C2C=CC=CC=2)C2C=CC=CC=2)([P](C2C=CC=CC=2)(C2C=CC=CC=2)C2C=CC=CC=2)[P](C2C=CC=CC=2)(C2C=CC=CC=2)C2C=CC=CC=2)(C2C=CC=CC=2)C2C=CC=CC=2)=CC=1.CO.C1(C)C=CC=CC=1. The yield is 0.720. The reactants are [CH3:1][C:2]1([CH3:36])[C:26]2[C:6]([CH:7]=[C:8]3[CH:25]=[C:24]4[C:11]([C:12]5[C:17]([C:18]6[C:23]4=[CH:22][CH:21]=[CH:20][CH:19]=6)=[CH:16][CH:15]=[CH:14][CH:13]=5)=[CH:10][C:9]3=2)=[C:5](B2OC(C)(C)C(C)(C)O2)[CH:4]=[CH:3]1.Cl[C:38]1[CH:51]=[CH:50][C:49]2[C:48]3[CH:52]=[CH:53][CH:54]=[CH:55][C:47]=3[C:46]3[C:41](=[N:42][CH:43]=[CH:44][CH:45]=3)[C:40]=2[N:39]=1.C([O-])([O-])=O.[Na+].[Na+].CCO. The product is [CH3:1][C:2]1([CH3:36])[C:26]2[C:6]([CH:7]=[C:8]3[CH:25]=[C:24]4[C:11]([C:12]5[C:17]([C:18]6[C:23]4=[CH:22][CH:21]=[CH:20][CH:19]=6)=[CH:16][CH:15]=[CH:14][CH:13]=5)=[CH:10][C:9]3=2)=[C:5]([C:38]2[CH:51]=[CH:50][C:49]3[C:48]4[CH:52]=[CH:53][CH:54]=[CH:55][C:47]=4[C:46]4[C:41](=[N:42][CH:43]=[CH:44][CH:45]=4)[C:40]=3[N:39]=2)[CH:4]=[CH:3]1.